Dataset: Forward reaction prediction with 1.9M reactions from USPTO patents (1976-2016). Task: Predict the product of the given reaction. (1) Given the reactants [S:1]1[CH:5]=[CH:4][CH:3]=[C:2]1[C:6]([C:8]1[CH:9]=[N:10][N:11]2[C:16]([C:17]3[CH:18]=[C:19]([C:23]4[CH:28]=[CH:27][C:26]([CH:29]=O)=[CH:25][CH:24]=4)[CH:20]=[CH:21][CH:22]=3)=[CH:15][CH:14]=[N:13][C:12]=12)=[O:7].[CH2:31]([NH:33][CH2:34][CH3:35])[CH3:32], predict the reaction product. The product is: [CH2:31]([N:33]([CH2:29][C:26]1[CH:27]=[CH:28][C:23]([C:19]2[CH:20]=[CH:21][CH:22]=[C:17]([C:16]3[N:11]4[N:10]=[CH:9][C:8]([C:6]([C:2]5[S:1][CH:5]=[CH:4][CH:3]=5)=[O:7])=[C:12]4[N:13]=[CH:14][CH:15]=3)[CH:18]=2)=[CH:24][CH:25]=1)[CH2:34][CH3:35])[CH3:32]. (2) Given the reactants [N:1]1(C(OC(C)(C)C)=O)[CH2:8][CH2:7][CH2:6][C@H:2]1[C:3]([OH:5])=O.O[C:17]1[C:25]2[N:24]=NN[C:21]=2[CH:20]=[CH:19][CH:18]=1.[CH2:26](Cl)[CH2:27]Cl.[CH3:30][CH2:31]N(C(C)C)C(C)C.[C:39]([OH:45])([C:41]([F:44])([F:43])[F:42])=[O:40], predict the reaction product. The product is: [F:42][C:41]([F:44])([F:43])[C:39]([OH:45])=[O:40].[C@H:25]1([NH:24][C:3]([C@@H:2]2[CH2:6][CH2:7][CH2:8][NH:1]2)=[O:5])[C:17]2[C:18](=[CH:30][CH:31]=[CH:26][CH:27]=2)[CH2:19][CH2:20][CH2:21]1.